Dataset: Peptide-MHC class I binding affinity with 185,985 pairs from IEDB/IMGT. Task: Regression. Given a peptide amino acid sequence and an MHC pseudo amino acid sequence, predict their binding affinity value. This is MHC class I binding data. (1) The peptide sequence is IVHVDHECF. The MHC is HLA-A26:01 with pseudo-sequence HLA-A26:01. The binding affinity (normalized) is 0.0847. (2) The peptide sequence is STVDVRNIV. The MHC is HLA-A02:06 with pseudo-sequence HLA-A02:06. The binding affinity (normalized) is 0.316.